Predict the reactants needed to synthesize the given product. From a dataset of Full USPTO retrosynthesis dataset with 1.9M reactions from patents (1976-2016). (1) Given the product [CH2:27]([C:24]1[CH:23]=[CH:22][C:21]([CH2:20][C:12]2[CH:11]=[C:10]([CH:15]=[CH:14][C:13]=2[O:16][CH2:17][CH2:18][OH:19])[CH2:9][P:4](=[O:3])([OH:8])[OH:5])=[CH:26][CH:25]=1)[CH3:28], predict the reactants needed to synthesize it. The reactants are: C([O:3][P:4]([CH2:9][C:10]1[CH:15]=[CH:14][C:13]([O:16][CH2:17][CH2:18][OH:19])=[C:12]([CH2:20][C:21]2[CH:26]=[CH:25][C:24]([CH2:27][CH3:28])=[CH:23][CH:22]=2)[CH:11]=1)(=[O:8])[O:5]CC)C.Br[Si](C)(C)C.CO. (2) Given the product [NH2:1][CH2:4][C:5]1([OH:12])[CH2:11][O:10][CH2:9][CH2:8][O:7][CH2:6]1, predict the reactants needed to synthesize it. The reactants are: [N+:1]([CH2:4][C:5]1([OH:12])[CH2:11][O:10][CH2:9][CH2:8][O:7][CH2:6]1)([O-])=O. (3) Given the product [OH:58][C:51]1[CH:50]=[C:49]([S:46]([O:34][C:21]2[C:20]([C:35]3[CH:40]=[CH:39][CH:38]=[C:37]([C:41]([F:42])([F:43])[F:44])[CH:36]=3)=[CH:19][C:18]([C:16](=[O:17])[NH:15][CH2:14][CH2:13][CH2:12][CH2:11][CH2:10][CH2:9][CH2:8][CH2:7][C:1]3[CH:6]=[CH:5][CH:4]=[CH:3][CH:2]=3)=[CH:23][C:22]=2[C:24]2[CH:29]=[CH:28][CH:27]=[C:26]([C:30]([F:33])([F:31])[F:32])[CH:25]=2)(=[O:48])=[O:47])[CH:57]=[CH:56][C:52]=1[C:53]([OH:55])=[O:54], predict the reactants needed to synthesize it. The reactants are: [C:1]1([CH2:7][CH2:8][CH2:9][CH2:10][CH2:11][CH2:12][CH2:13][CH2:14][NH:15][C:16]([C:18]2[CH:19]=[C:20]([C:35]3[CH:40]=[CH:39][CH:38]=[C:37]([C:41]([F:44])([F:43])[F:42])[CH:36]=3)[C:21]([OH:34])=[C:22]([C:24]3[CH:29]=[CH:28][CH:27]=[C:26]([C:30]([F:33])([F:32])[F:31])[CH:25]=3)[CH:23]=2)=[O:17])[CH:6]=[CH:5][CH:4]=[CH:3][CH:2]=1.Cl[S:46]([C:49]1[CH:57]=[CH:56][C:52]([C:53]([OH:55])=[O:54])=[C:51]([OH:58])[CH:50]=1)(=[O:48])=[O:47].[K+].[Br-]. (4) Given the product [CH:2]([NH:6][C:7]1[C:12]([C:13]2[C:18]([F:19])=[CH:17][CH:16]=[CH:15][C:14]=2[Cl:20])=[C:11]([Cl:21])[N:10]=[C:9]([C:22](=[S:1])[NH2:23])[N:8]=1)([CH2:4][CH3:5])[CH3:3], predict the reactants needed to synthesize it. The reactants are: [SH2:1].[CH:2]([NH:6][C:7]1[C:12]([C:13]2[C:18]([F:19])=[CH:17][CH:16]=[CH:15][C:14]=2[Cl:20])=[C:11]([Cl:21])[N:10]=[C:9]([C:22]#[N:23])[N:8]=1)([CH2:4][CH3:5])[CH3:3].O.C(O)(=O)C. (5) Given the product [Cl:1][C:2]1[CH:7]=[CH:6][C:5]([C@@:8]2([O:35][CH3:48])[C@H:13]([OH:14])[C@@H:12]([OH:19])[C@H:11]([OH:24])[C@@H:10]([CH2:29][OH:30])[O:9]2)=[CH:4][C:3]=1[CH2:36][C:37]1[CH:42]=[CH:41][C:40]([O:43][CH2:44][CH3:45])=[C:39]([F:46])[C:38]=1[F:47], predict the reactants needed to synthesize it. The reactants are: [Cl:1][C:2]1[CH:7]=[CH:6][C:5]([C@@:8]2([OH:35])[C@H:13]([O:14][Si](C)(C)C)[C@@H:12]([O:19][Si](C)(C)C)[C@H:11]([O:24][Si](C)(C)C)[C@@H:10]([CH2:29][O:30][Si](C)(C)C)[O:9]2)=[CH:4][C:3]=1[CH2:36][C:37]1[CH:42]=[CH:41][C:40]([O:43][CH2:44][CH3:45])=[C:39]([F:46])[C:38]=1[F:47].[CH3:48]S(O)(=O)=O.C(=O)(O)[O-].[Na+]. (6) Given the product [Cl:12][CH2:11][CH2:10][CH2:9][N:3]1[CH:7]=[N:6][N:5]=[N:4]1, predict the reactants needed to synthesize it. The reactants are: [H-].[Na+].[NH:3]1[CH:7]=[N:6][N:5]=[N:4]1.Br[CH2:9][CH2:10][CH2:11][Cl:12].CO. (7) Given the product [Cl:1][C:2]1[CH:3]=[C:4]([NH:22][C:23](=[O:29])[CH2:24][C:25]([OH:27])=[O:26])[CH:5]=[C:6]([Cl:21])[C:7]=1[O:8][C:9]1[CH:10]=[C:11]2[C:15](=[CH:16][CH:17]=1)[NH:14][CH:13]=[C:12]2[CH:18]([CH3:20])[CH3:19], predict the reactants needed to synthesize it. The reactants are: [Cl:1][C:2]1[CH:3]=[C:4]([NH:22][C:23](=[O:29])[CH2:24][C:25]([O:27]C)=[O:26])[CH:5]=[C:6]([Cl:21])[C:7]=1[O:8][C:9]1[CH:10]=[C:11]2[C:15](=[CH:16][CH:17]=1)[NH:14][CH:13]=[C:12]2[CH:18]([CH3:20])[CH3:19].[OH-].[Na+]. (8) The reactants are: C([O:8][C:9]1[CH:25]=[CH:24][C:12]([CH2:13][NH:14][C:15]2[C:20]([Cl:21])=[C:19]([CH3:22])[N:18]=[C:17]([CH3:23])[N:16]=2)=[CH:11][C:10]=1[O:26][CH2:27][CH:28]1[CH2:30][CH2:29]1)C1C=CC=CC=1.[H][H]. Given the product [Cl:21][C:20]1[C:15]([NH:14][CH2:13][C:12]2[CH:24]=[CH:25][C:9]([OH:8])=[C:10]([O:26][CH2:27][CH:28]3[CH2:30][CH2:29]3)[CH:11]=2)=[N:16][C:17]([CH3:23])=[N:18][C:19]=1[CH3:22], predict the reactants needed to synthesize it. (9) Given the product [Cl:1][C:2]1[CH:3]=[C:4]([C:9]2[N:31]([C:27]3[CH:28]=[N:29][CH:30]=[C:25]([Cl:24])[CH:26]=3)[N:32]=[C:11]([C:20]([OH:22])=[O:21])[CH:10]=2)[CH:5]=[C:6]([F:8])[CH:7]=1, predict the reactants needed to synthesize it. The reactants are: [Cl:1][C:2]1[CH:3]=[C:4]([C:9]2N(C3C=CC=CN=3)N=[C:11]([C:20]([OH:22])=[O:21])[CH:10]=2)[CH:5]=[C:6]([F:8])[CH:7]=1.Cl.[Cl:24][C:25]1[CH:26]=[C:27]([NH:31][NH2:32])[CH:28]=[N:29][CH:30]=1. (10) The reactants are: Cl[C:2]1[N:7]=[C:6]([S:8][CH3:9])[N:5]=[C:4]([NH:10][NH:11][C:12](=[O:31])[C@H:13]([CH2:25][CH:26]2[CH2:30][CH2:29][CH2:28][CH2:27]2)[CH2:14][N:15]([O:18][CH:19]2[CH2:24][CH2:23][CH2:22][CH2:21][O:20]2)[CH:16]=[O:17])[C:3]=1[F:32].Cl.[NH:34]1[CH2:37][CH2:36][CH2:35]1.CCN(C(C)C)C(C)C. Given the product [N:34]1([C:2]2[N:7]=[C:6]([S:8][CH3:9])[N:5]=[C:4]([NH:10][NH:11][C:12](=[O:31])[C@H:13]([CH2:25][CH:26]3[CH2:30][CH2:29][CH2:28][CH2:27]3)[CH2:14][N:15]([O:18][CH:19]3[CH2:24][CH2:23][CH2:22][CH2:21][O:20]3)[CH:16]=[O:17])[C:3]=2[F:32])[CH2:37][CH2:36][CH2:35]1, predict the reactants needed to synthesize it.